Dataset: Forward reaction prediction with 1.9M reactions from USPTO patents (1976-2016). Task: Predict the product of the given reaction. (1) Given the reactants [NH2:1][C:2]1[CH:10]=[CH:9][C:5]([C:6]([OH:8])=O)=[CH:4][CH:3]=1.[NH:11]1[CH2:16][CH2:15][CH2:14][CH2:13][CH2:12]1.C1N(P(Cl)(N2C(=O)OCC2)=O)C(=O)OC1.O, predict the reaction product. The product is: [NH2:1][C:2]1[CH:3]=[CH:4][C:5]([C:6]([N:11]2[CH2:16][CH2:15][CH2:14][CH2:13][CH2:12]2)=[O:8])=[CH:9][CH:10]=1. (2) Given the reactants C[Si]([C:5]#[C:6][C:7]1[CH:8]=[CH:9][C:10]2[CH:14]=[C:13]([C:15]([O:17]C)=[O:16])[S:12][C:11]=2[CH:19]=1)(C)C.O.[OH-].[Li+].Cl, predict the reaction product. The product is: [C:6]([C:7]1[CH:8]=[CH:9][C:10]2[CH:14]=[C:13]([C:15]([OH:17])=[O:16])[S:12][C:11]=2[CH:19]=1)#[CH:5]. (3) Given the reactants [CH3:1][C:2]1[C:3]([CH2:9][NH:10][CH2:11][CH2:12][C:13]2[N:14]=[CH:15][N:16]([S:18]([C:21]3[CH:26]=[CH:25][C:24]([CH3:27])=[CH:23][CH:22]=3)(=[O:20])=[O:19])[CH:17]=2)=[N:4][CH:5]=[C:6]([CH3:8])[CH:7]=1.[CH:28]([C:31]1[C:32]([CH:37]=O)=[N:33][CH:34]=[CH:35][CH:36]=1)([CH3:30])[CH3:29].[BH-](OC(C)=O)(OC(C)=O)OC(C)=O.[Na+], predict the reaction product. The product is: [CH3:1][C:2]1[C:3]([CH2:9][N:10]([CH2:37][C:32]2[C:31]([CH:28]([CH3:30])[CH3:29])=[CH:36][CH:35]=[CH:34][N:33]=2)[CH2:11][CH2:12][C:13]2[N:14]=[CH:15][N:16]([S:18]([C:21]3[CH:22]=[CH:23][C:24]([CH3:27])=[CH:25][CH:26]=3)(=[O:19])=[O:20])[CH:17]=2)=[N:4][CH:5]=[C:6]([CH3:8])[CH:7]=1. (4) Given the reactants Cl[C:2](Cl)([O:4][C:5](=[O:11])OC(Cl)(Cl)Cl)Cl.[NH2:13][C@@H:14]([CH2:17][CH2:18][CH3:19])CO.CCN(CC)CC, predict the reaction product. The product is: [CH2:17]([C@H:14]1[CH2:2][O:4][C:5](=[O:11])[NH:13]1)[CH2:18][CH3:19].